From a dataset of Reaction yield outcomes from USPTO patents with 853,638 reactions. Predict the reaction yield, written as a fraction of the theoretical maximum amount of product (1.0 means a 100% yield; for example, 0.34 means a 34% yield). (1) No catalyst specified. The product is [F:9][C:3]1[CH:4]=[C:5]([OH:8])[CH:6]=[CH:7][C:2]=1[N:1]=[C:11]([CH3:13])[CH3:10]. The yield is 1.00. The reactants are [NH2:1][C:2]1[CH:7]=[CH:6][C:5]([OH:8])=[CH:4][C:3]=1[F:9].[CH3:10][C:11]([CH3:13])=O. (2) The product is [C:16]([O:15][C:13]([N:6]1[C@H:7]([C:9]([OH:11])=[O:10])[CH2:8][C:4]2([C:2]([F:1])([F:20])[CH2:3]2)[CH2:5]1)=[O:14])([CH3:19])([CH3:17])[CH3:18]. The catalyst is O. The yield is 0.630. The reactants are [F:1][C:2]1([F:20])[C:4]2([CH2:8][C@@H:7]([C:9]([O:11]C)=[O:10])[N:6]([C:13]([O:15][C:16]([CH3:19])([CH3:18])[CH3:17])=[O:14])[CH2:5]2)[CH2:3]1.[Li+].[OH-].CO.